Dataset: Forward reaction prediction with 1.9M reactions from USPTO patents (1976-2016). Task: Predict the product of the given reaction. (1) The product is: [Cl:1][CH2:2][CH2:3][CH2:4][S:5]([O:8][CH2:9][C:10]([CH3:25])([CH3:26])[C@@H:11]([O:15][CH2:16][C:17]1[CH:18]=[CH:19][CH:20]=[CH:21][CH:22]=1)[C:12]([O:14][CH2:38][CH2:37][O:36][C:34]([O:33][CH:27]1[CH2:32][CH2:31][CH2:30][CH2:29][CH2:28]1)=[O:35])=[O:13])(=[O:6])=[O:7]. Given the reactants [Cl:1][CH2:2][CH2:3][CH2:4][S:5]([O:8][CH2:9][C:10]([CH3:26])([CH3:25])[C@@H:11]([O:15][CH2:16][C:17]1[CH:22]=[CH:21][C:20](OC)=[CH:19][CH:18]=1)[C:12]([OH:14])=[O:13])(=[O:7])=[O:6].[CH:27]1([O:33][C:34]([O:36][CH:37](Cl)[CH3:38])=[O:35])[CH2:32][CH2:31][CH2:30][CH2:29][CH2:28]1, predict the reaction product. (2) The product is: [F:7][C:8]([F:14])([F:13])[C:9]1[O:11][CH:12]=[CH:1][C:2](=[O:5])[CH:3]=1. Given the reactants [CH3:1][C:2]([O-:5])(C)[CH3:3].[K+].[F:7][C:8]([F:14])([F:13])[C:9]([O:11][CH3:12])=O.CO/C=C/C(=O)C, predict the reaction product. (3) Given the reactants [N:1]1([C:6]2[CH:11]=[CH:10][C:9]([CH2:12][C:13]([OH:15])=O)=[CH:8][CH:7]=2)[CH2:5][CH2:4][CH2:3][CH2:2]1.Cl.[CH3:17][O:18][C:19]1[CH:20]=[CH:21][C:22]([C@H:25]([NH2:27])[CH3:26])=[N:23][CH:24]=1.CN(C(ON1N=NC2C=CC=NC1=2)=[N+](C)C)C.F[P-](F)(F)(F)(F)F.C(N(CC)C(C)C)(C)C, predict the reaction product. The product is: [CH3:17][O:18][C:19]1[CH:20]=[CH:21][C:22]([C@H:25]([NH:27][C:13](=[O:15])[CH2:12][C:9]2[CH:8]=[CH:7][C:6]([N:1]3[CH2:2][CH2:3][CH2:4][CH2:5]3)=[CH:11][CH:10]=2)[CH3:26])=[N:23][CH:24]=1.